From a dataset of Reaction yield outcomes from USPTO patents with 853,638 reactions. Predict the reaction yield, written as a fraction of the theoretical maximum amount of product (1.0 means a 100% yield; for example, 0.34 means a 34% yield). The reactants are S(Cl)(Cl)=O.[Br:5][C:6]1[CH:7]=[C:8]([OH:16])[C:9]([CH3:15])=[C:10]([CH:14]=1)[C:11]([OH:13])=[O:12].[C:17](=O)([O-])[O-].[Cs+].[Cs+].I[CH:24]([CH3:26])[CH3:25]. The catalyst is CN(C)C=O.CCOC(C)=O.CO. The product is [Br:5][C:6]1[CH:7]=[C:8]([O:16][CH:24]([CH3:26])[CH3:25])[C:9]([CH3:15])=[C:10]([CH:14]=1)[C:11]([O:13][CH3:17])=[O:12]. The yield is 0.910.